This data is from Forward reaction prediction with 1.9M reactions from USPTO patents (1976-2016). The task is: Predict the product of the given reaction. Given the reactants C([Li])CCC.CCCCCC.C([Mg]Br)CCC.Br[C:19]1[C:20]([CH3:29])=[N:21][C:22]([O:27][CH3:28])=[C:23]([CH2:25][CH3:26])[CH:24]=1.[C:30](=O)([O:33]C)[O:31][CH3:32], predict the reaction product. The product is: [CH3:32][O:31][C:30](=[O:33])[C:19]1[CH:24]=[C:23]([CH2:25][CH3:26])[C:22]([O:27][CH3:28])=[N:21][C:20]=1[CH3:29].